From a dataset of Forward reaction prediction with 1.9M reactions from USPTO patents (1976-2016). Predict the product of the given reaction. (1) Given the reactants [Cl:1][C:2]1[C:11]([OH:12])=[CH:10][C:9]2[C:4](=[CH:5][CH:6]=[CH:7][CH:8]=2)[N:3]=1.O[C@@H:14]1[CH2:18][N:17]([C:19]([O:21][C:22]([CH3:25])([CH3:24])[CH3:23])=[O:20])[C@H:16]([C:26]([O:28][CH3:29])=[O:27])[CH2:15]1.C1C=CC(P(C2C=CC=CC=2)C2C=CC=CC=2)=CC=1.CCOC(/N=N/C(OCC)=O)=O, predict the reaction product. The product is: [Cl:1][C:2]1[C:11]([O:12][C@H:14]2[CH2:18][N:17]([C:19]([O:21][C:22]([CH3:25])([CH3:24])[CH3:23])=[O:20])[C@H:16]([C:26]([O:28][CH3:29])=[O:27])[CH2:15]2)=[CH:10][C:9]2[C:4](=[CH:5][CH:6]=[CH:7][CH:8]=2)[N:3]=1. (2) Given the reactants Br[CH2:2][C:3]1[CH:20]=[CH:19][C:6]2[CH2:7][CH2:8][N:9]([C:12]([O:14][C:15]([CH3:18])([CH3:17])[CH3:16])=[O:13])[CH2:10][CH2:11][C:5]=2[CH:4]=1.C([Sn](CCCC)(CCCC)[C:26]1[CH:31]=[N:30][CH:29]=[CH:28][N:27]=1)CCC.[Cl-].[Li+], predict the reaction product. The product is: [N:27]1[CH:28]=[CH:29][N:30]=[CH:31][C:26]=1[CH2:2][C:3]1[CH:20]=[CH:19][C:6]2[CH2:7][CH2:8][N:9]([C:12]([O:14][C:15]([CH3:18])([CH3:17])[CH3:16])=[O:13])[CH2:10][CH2:11][C:5]=2[CH:4]=1. (3) Given the reactants Cl[C:2]1[CH:7]=[CH:6][C:5]([C:8]2[CH:13]=[CH:12][C:11]([O:14][CH3:15])=[CH:10][CH:9]=2)=[CH:4][N:3]=1.O.[NH2:17][NH2:18], predict the reaction product. The product is: [NH:17]([C:2]1[CH:7]=[CH:6][C:5]([C:8]2[CH:13]=[CH:12][C:11]([O:14][CH3:15])=[CH:10][CH:9]=2)=[CH:4][N:3]=1)[NH2:18]. (4) Given the reactants [S:1]1[C:5]2[CH:6]=[CH:7][CH:8]=[CH:9][C:4]=2[N:3]=[C:2]1[CH2:10][O:11][C:12]1[N:17]=[CH:16][C:15]([C:18]([NH:20][C:21]2[CH:26]=[C:25]([C:27]([NH:29][CH:30]3[CH2:32][CH2:31]3)=[O:28])[CH:24]=[CH:23][C:22]=2[CH3:33])=[O:19])=[CH:14][N:13]=1.[BrH:34], predict the reaction product. The product is: [BrH:34].[S:1]1[C:5]2[CH:6]=[CH:7][CH:8]=[CH:9][C:4]=2[N:3]=[C:2]1[CH2:10][O:11][C:12]1[N:13]=[CH:14][C:15]([C:18]([NH:20][C:21]2[CH:26]=[C:25]([C:27]([NH:29][CH:30]3[CH2:32][CH2:31]3)=[O:28])[CH:24]=[CH:23][C:22]=2[CH3:33])=[O:19])=[CH:16][N:17]=1. (5) Given the reactants COC[O:4][C:5]1[CH:10]=[CH:9][C:8]([C:11]2[CH:20]=[CH:19][CH:18]=[C:17]3[C:12]=2[CH:13]=[CH:14][N:15]=[C:16]3[NH:21][C:22]2[CH:23]=[C:24]3[C:29](=[CH:30][CH:31]=2)[N:28]=[CH:27][CH:26]=[CH:25]3)=[CH:7][CH:6]=1.Cl.CO, predict the reaction product. The product is: [OH:4][C:5]1[CH:10]=[CH:9][C:8]([C:11]2[CH:20]=[CH:19][CH:18]=[C:17]3[C:12]=2[CH:13]=[CH:14][N:15]=[C:16]3[NH:21][C:22]2[CH:23]=[C:24]3[C:29](=[CH:30][CH:31]=2)[N:28]=[CH:27][CH:26]=[CH:25]3)=[CH:7][CH:6]=1.